Dataset: Catalyst prediction with 721,799 reactions and 888 catalyst types from USPTO. Task: Predict which catalyst facilitates the given reaction. (1) Reactant: [OH:1][C@@H:2]1[CH2:6][CH2:5][O:4][C:3]1=[O:7].C1(P(C2C=CC=CC=2)C2C=CC=CC=2)C=CC=CC=1.[Br:27][C:28]1[N:33]=[CH:32][C:31](O)=[CH:30][CH:29]=1. Product: [Br:27][C:28]1[N:33]=[CH:32][C:31]([O:1][C@H:2]2[CH2:6][CH2:5][O:4][C:3]2=[O:7])=[CH:30][CH:29]=1. The catalyst class is: 11. (2) Reactant: [F:1][C:2]1[CH:10]=[C:9]2[C:5]([CH2:6][CH2:7][C:8]2=O)=[CH:4][CH:3]=1.[CH2:12]([NH2:19])[C:13]1[CH:18]=[CH:17][CH:16]=[CH:15][CH:14]=1. Product: [CH2:12]([N:19]=[C:8]1[C:9]2[C:5](=[CH:4][CH:3]=[C:2]([F:1])[CH:10]=2)[CH2:6][CH2:7]1)[C:13]1[CH:18]=[CH:17][CH:16]=[CH:15][CH:14]=1. The catalyst class is: 743. (3) Reactant: [C:1]([O:5][C:6]([N:8]1[CH2:15][CH2:14][C@:13]2([CH3:18])[C@H:16]([CH3:17])[C@H:9]1[CH2:10][C:11]1[CH:22]=[CH:21][C:20]([B:23]3[O:27]C(C)(C)C(C)(C)[O:24]3)=[CH:19][C:12]=12)=[O:7])([CH3:4])([CH3:3])[CH3:2]. Product: [C:1]([O:5][C:6]([N:8]1[CH2:15][CH2:14][C@:13]2([CH3:18])[C@H:16]([CH3:17])[C@H:9]1[CH2:10][C:11]1[CH:22]=[CH:21][C:20]([B:23]([OH:27])[OH:24])=[CH:19][C:12]=12)=[O:7])([CH3:2])([CH3:3])[CH3:4]. The catalyst class is: 21. (4) Reactant: [Si:1]([O:8][CH2:9][C@@H:10]([NH:24][S:25]([C:28]1[CH:36]=[CH:35][C:31]2[N:32]=[CH:33][S:34][C:30]=2[CH:29]=1)(=[O:27])=[O:26])[C:11]1[S:12][C:13](/[CH:16]=[N:17]\[S:18]([C:20]([CH3:23])([CH3:22])[CH3:21])=[O:19])=[CH:14][CH:15]=1)([C:4]([CH3:7])([CH3:6])[CH3:5])([CH3:3])[CH3:2].[CH2:37](O)[CH:38]([CH3:40])[CH3:39].C(P(=CC#N)(CCCC)CCCC)CCC. Product: [Si:1]([O:8][CH2:9][C@@H:10]([N:24]([CH2:37][CH:38]([CH3:40])[CH3:39])[S:25]([C:28]1[CH:36]=[CH:35][C:31]2[N:32]=[CH:33][S:34][C:30]=2[CH:29]=1)(=[O:27])=[O:26])[C:11]1[S:12][C:13](/[CH:16]=[N:17]\[S:18]([C:20]([CH3:21])([CH3:22])[CH3:23])=[O:19])=[CH:14][CH:15]=1)([C:4]([CH3:6])([CH3:7])[CH3:5])([CH3:3])[CH3:2]. The catalyst class is: 11. (5) The catalyst class is: 7. Product: [CH2:23]([N:25]1[C:29]([O:12][CH2:11][CH2:10][CH2:9][C:8]2[C:4]([CH:1]([CH3:3])[CH3:2])=[N:5][N:6]([C:13]3[CH:18]=[CH:17][C:16]([C:19]([F:21])([F:20])[F:22])=[CH:15][N:14]=3)[CH:7]=2)=[C:28]([CH2:31][C:32]([OH:34])=[O:33])[CH:27]=[N:26]1)[CH3:24]. Reactant: [CH:1]([C:4]1[C:8]([CH2:9][CH2:10][CH2:11][OH:12])=[CH:7][N:6]([C:13]2[CH:18]=[CH:17][C:16]([C:19]([F:22])([F:21])[F:20])=[CH:15][N:14]=2)[N:5]=1)([CH3:3])[CH3:2].[CH2:23]([N:25]1[C:29](O)=[C:28]([CH2:31][C:32]([O:34]CC)=[O:33])[CH:27]=[N:26]1)[CH3:24].C(P(CCCC)CCCC)CCC.N(C(N1CCCCC1)=O)=NC(N1CCCCC1)=O.